Dataset: Reaction yield outcomes from USPTO patents with 853,638 reactions. Task: Predict the reaction yield, written as a fraction of the theoretical maximum amount of product (1.0 means a 100% yield; for example, 0.34 means a 34% yield). (1) The product is [CH2:1]([C:3]([C:17]1[CH:30]=[CH:29][C:20]([O:21][CH2:22][C:23](=[O:28])[C:24]([CH3:25])([CH3:27])[CH3:26])=[C:19]([CH3:31])[CH:18]=1)([C:6]1[S:10][C:9]2[CH:11]=[CH:12][C:13]([OH:15])=[CH:14][C:8]=2[CH:7]=1)[CH2:4][CH3:5])[CH3:2]. The yield is 0.500. The catalyst is C(Cl)Cl. The reactants are [CH2:1]([C:3]([C:17]1[CH:30]=[CH:29][C:20]([O:21][CH2:22][C:23](=[O:28])[C:24]([CH3:27])([CH3:26])[CH3:25])=[C:19]([CH3:31])[CH:18]=1)([C:6]1[S:10][C:9]2[CH:11]=[CH:12][C:13]([O:15]C)=[CH:14][C:8]=2[CH:7]=1)[CH2:4][CH3:5])[CH3:2].B(Br)(Br)Br. (2) The reactants are CC1C=CN=C(NC2C=CC=C(C3OC(C4C=CC=CC=4)=NC=3)N=2)C=1.I[C:27]1[O:28][C:29]([C:32]2[CH:33]=[C:34]([NH:38][C:39]3[CH:44]=[C:43]([CH3:45])[CH:42]=[CH:41][N:40]=3)[CH:35]=[CH:36][CH:37]=2)=[CH:30][N:31]=1.[F:46][C:47]([F:60])([F:59])[C:48]1[CH:49]=[C:50](/[CH:54]=[CH:55]/B(O)O)[CH:51]=[CH:52][CH:53]=1.C([O-])([O-])=O.[K+].[K+]. The catalyst is C1C=CC([P]([Pd]([P](C2C=CC=CC=2)(C2C=CC=CC=2)C2C=CC=CC=2)([P](C2C=CC=CC=2)(C2C=CC=CC=2)C2C=CC=CC=2)[P](C2C=CC=CC=2)(C2C=CC=CC=2)C2C=CC=CC=2)(C2C=CC=CC=2)C2C=CC=CC=2)=CC=1.O.C1COCC1. The product is [CH3:45][C:43]1[CH:42]=[CH:41][N:40]=[C:39]([NH:38][C:34]2[CH:35]=[CH:36][CH:37]=[C:32]([C:29]3[O:28][C:27]([CH:55]=[CH:54][C:50]4[CH:51]=[CH:52][CH:53]=[C:48]([C:47]([F:46])([F:59])[F:60])[CH:49]=4)=[N:31][CH:30]=3)[CH:33]=2)[CH:44]=1. The yield is 0.720. (3) The reactants are C[O:2][C:3](=[O:28])[C:4]1[CH:9]=[CH:8][C:7]([C:10]2[CH:11]=[N:12][C:13]([NH2:27])=[C:14]([O:16][CH2:17][C:18]3[C:23]([F:24])=[CH:22][CH:21]=[C:20]([F:25])[C:19]=3[Cl:26])[CH:15]=2)=[CH:6][CH:5]=1.O.[Li+].[OH-]. The catalyst is C(O)(C)C.CCOC(C)=O.[Cl-].[Na+].O. The product is [NH2:27][C:13]1[N:12]=[CH:11][C:10]([C:7]2[CH:6]=[CH:5][C:4]([C:3]([OH:28])=[O:2])=[CH:9][CH:8]=2)=[CH:15][C:14]=1[O:16][CH2:17][C:18]1[C:23]([F:24])=[CH:22][CH:21]=[C:20]([F:25])[C:19]=1[Cl:26]. The yield is 0.990. (4) The reactants are Br[CH2:2][C:3]1[C:12]2[C:7](=[CH:8][CH:9]=[CH:10][CH:11]=2)[C:6]([CH:13]=[O:14])=[CH:5][CH:4]=1.[C:15]1(=[O:25])[NH:19][C:18](=[O:20])[C:17]2=[CH:21][CH:22]=[CH:23][CH:24]=[C:16]12.[K]. The catalyst is CN(C=O)C.O. The product is [O:20]=[C:18]1[C:17]2[C:16](=[CH:24][CH:23]=[CH:22][CH:21]=2)[C:15](=[O:25])[N:19]1[CH2:2][C:3]1[C:12]2[C:7](=[CH:8][CH:9]=[CH:10][CH:11]=2)[C:6]([CH:13]=[O:14])=[CH:5][CH:4]=1. The yield is 0.980. (5) The reactants are [C:1]([O:7][CH2:8][N:9]1[C:13]2[N:14]=[CH:15][N:16]=[C:17]([C:18]3[CH:19]=[N:20][N:21]([C@@H:23]([CH:28]4[CH2:32][CH2:31][CH2:30][CH2:29]4)[CH2:24][C:25]([NH2:27])=O)[CH:22]=3)[C:12]=2[CH:11]=[CH:10]1)(=[O:6])[C:2]([CH3:5])([CH3:4])[CH3:3].CN(C)C=O.C(N(CC)CC)C.ClC(Cl)(Cl)C(Cl)=O. The catalyst is [Cl-].[Na+].O.C(OCC)(=O)C. The product is [C:1]([O:7][CH2:8][N:9]1[C:13]2[N:14]=[CH:15][N:16]=[C:17]([C:18]3[CH:19]=[N:20][N:21]([C@@H:23]([CH:28]4[CH2:32][CH2:31][CH2:30][CH2:29]4)[CH2:24][C:25]#[N:27])[CH:22]=3)[C:12]=2[CH:11]=[CH:10]1)(=[O:6])[C:2]([CH3:4])([CH3:5])[CH3:3]. The yield is 0.702.